From a dataset of Full USPTO retrosynthesis dataset with 1.9M reactions from patents (1976-2016). Predict the reactants needed to synthesize the given product. (1) Given the product [CH3:1][C:2]([CH3:27])([CH2:8][C:9]1[CH:14]=[CH:13][C:12]([O:15][CH2:16][CH2:17][CH2:18][NH:19][C:20]2[CH:25]=[CH:24][CH:23]=[CH:22][N:21]=2)=[CH:11][CH:10]=1)[CH2:3][C:4]([O:6][CH3:7])=[O:5], predict the reactants needed to synthesize it. The reactants are: [CH3:1][C:2]([CH3:27])([CH2:8][C:9]1[CH:14]=[CH:13][C:12]([O:15][CH2:16][CH2:17][CH2:18][NH:19][C:20]2[CH:25]=[CH:24][CH:23]=[CH:22][N+:21]=2[O-])=[CH:11][CH:10]=1)[CH2:3][C:4]([O:6][CH3:7])=[O:5].C1CCCCC=1. (2) Given the product [CH3:1][O:2][C:3](=[O:30])[C:4]1[CH:9]=[CH:8][C:7]([CH3:10])=[C:6]([N:11]2[C:16](=[O:17])[C:15]([Cl:18])=[C:14]([O:19][CH2:20][C:21]3[CH:26]=[CH:25][C:24]([F:31])=[CH:23][CH:22]=3)[N:13]=[C:12]2[CH3:29])[CH:5]=1, predict the reactants needed to synthesize it. The reactants are: [CH3:1][O:2][C:3](=[O:30])[C:4]1[CH:9]=[CH:8][C:7]([CH3:10])=[C:6]([N:11]2[C:16](=[O:17])[C:15]([Cl:18])=[C:14]([O:19][CH2:20][C:21]3[CH:26]=[CH:25][C:24](OC)=[CH:23][CH:22]=3)[N:13]=[C:12]2[CH3:29])[CH:5]=1.[F:31]C1C=CC(CBr)=CC=1.C(=O)([O-])[O-].[K+].[K+].C1OCCOCCOCCOCCOCCOC1. (3) Given the product [CH3:1][O:2][C:3]1[CH:4]=[C:5]([N:12]2[CH2:17][CH2:16][CH:15]([N:18]3[CH2:23][C@@H:22]4[CH2:24][C@H:19]3[CH2:20][NH:21]4)[CH2:14][CH2:13]2)[CH:6]=[CH:7][C:8]=1[N+:9]([O-:11])=[O:10], predict the reactants needed to synthesize it. The reactants are: [CH3:1][O:2][C:3]1[CH:4]=[C:5]([N:12]2[CH2:17][CH2:16][CH:15]([N:18]3[CH2:23][C@@H:22]4[CH2:24][C@H:19]3[CH2:20][N:21]4C(OC(C)(C)C)=O)[CH2:14][CH2:13]2)[CH:6]=[CH:7][C:8]=1[N+:9]([O-:11])=[O:10].C(O)(C(F)(F)F)=O.C([O-])(O)=O.[Na+]. (4) The reactants are: [I-:1].[Na+].Cl[CH2:4][C:5]1[N:6]=[C:7]([C:10]2[CH:15]=[CH:14][CH:13]=[CH:12][CH:11]=2)[S:8][CH:9]=1.C(N)(=S)C1C=CC=CC=1.ClCC(CCl)=O. Given the product [I:1][CH2:4][C:5]1[N:6]=[C:7]([C:10]2[CH:15]=[CH:14][CH:13]=[CH:12][CH:11]=2)[S:8][CH:9]=1, predict the reactants needed to synthesize it.